This data is from Full USPTO retrosynthesis dataset with 1.9M reactions from patents (1976-2016). The task is: Predict the reactants needed to synthesize the given product. (1) Given the product [Cl:30][C:31]1[CH:32]=[C:33]([CH:37]=[CH:38][C:39]=1[Cl:40])[C:34]([NH:1][C:2]1[CH:3]=[CH:4][C:5]([O:8][C:9]2[CH:14]=[CH:13][C:12]([CH2:15][CH2:16][C:17]([O:19][CH2:20][CH3:21])=[O:18])=[CH:11][C:10]=2[O:22][CH3:23])=[N:6][CH:7]=1)=[O:35], predict the reactants needed to synthesize it. The reactants are: [NH2:1][C:2]1[CH:3]=[CH:4][C:5]([O:8][C:9]2[CH:14]=[CH:13][C:12]([CH2:15][CH2:16][C:17]([O:19][CH2:20][CH3:21])=[O:18])=[CH:11][C:10]=2[O:22][CH3:23])=[N:6][CH:7]=1.N1C=CC=CC=1.[Cl:30][C:31]1[CH:32]=[C:33]([CH:37]=[CH:38][C:39]=1[Cl:40])[C:34](Cl)=[O:35].Cl. (2) The reactants are: Cl.[NH2:2][C:3]1[CH:31]=[CH:30][C:6]2[NH:7][C:8]([C:13]3[C:14](=[O:29])[C:15]([CH2:25][CH2:26][CH2:27][CH3:28])([CH3:24])[C:16]4[C:21]([C:22]=3[OH:23])=[CH:20][CH:19]=[CH:18][CH:17]=4)=[N:9][S:10](=[O:12])(=[O:11])[C:5]=2[CH:4]=1.[S:32](Cl)([CH3:35])(=[O:34])=[O:33].N1C=CC=CC=1. Given the product [CH2:25]([C:15]1([CH3:24])[C:16]2[C:21](=[CH:20][CH:19]=[CH:18][CH:17]=2)[C:22]([OH:23])=[C:13]([C:8]2[NH:7][C:6]3[CH:30]=[CH:31][C:3]([NH:2][S:32]([CH3:35])(=[O:34])=[O:33])=[CH:4][C:5]=3[S:10](=[O:12])(=[O:11])[N:9]=2)[C:14]1=[O:29])[CH2:26][CH2:27][CH3:28], predict the reactants needed to synthesize it. (3) Given the product [Cl:23][C:24]1[C:33]2[N:28]([C:29](=[O:51])[N:30]([C:35]3[C:36]([CH3:50])=[C:37]([C:2]4[C:14]5[C:13]6[C:8](=[CH:9][C:10]([C:15]([OH:18])([CH3:16])[CH3:17])=[CH:11][CH:12]=6)[NH:7][C:6]=5[C:5]([C:19]([NH2:21])=[O:20])=[CH:4][C:3]=4[F:22])[CH:38]=[CH:39][CH:40]=3)[C:31](=[O:34])[CH:32]=2)[CH:27]=[CH:26][CH:25]=1, predict the reactants needed to synthesize it. The reactants are: Br[C:2]1[C:14]2[C:13]3[C:8](=[CH:9][C:10]([C:15]([OH:18])([CH3:17])[CH3:16])=[CH:11][CH:12]=3)[NH:7][C:6]=2[C:5]([C:19]([NH2:21])=[O:20])=[CH:4][C:3]=1[F:22].[Cl:23][C:24]1[C:33]2[N:28]([C:29](=[O:51])[N:30]([C:35]3[CH:40]=[CH:39][CH:38]=[C:37](B4OC(C)(C)C(C)(C)O4)[C:36]=3[CH3:50])[C:31](=[O:34])[CH:32]=2)[CH:27]=[CH:26][CH:25]=1.C([O-])([O-])=O.[Cs+].[Cs+]. (4) Given the product [NH2:1][C:4]1[CH:25]=[CH:24][CH:23]=[CH:22][C:5]=1[CH2:6][CH2:7][NH:8][CH:9]1[CH2:14][CH2:13][N:12]([CH2:15][C:16]2[CH:21]=[CH:20][CH:19]=[CH:18][CH:17]=2)[CH2:11][CH2:10]1, predict the reactants needed to synthesize it. The reactants are: [N+:1]([C:4]1[CH:25]=[CH:24][CH:23]=[CH:22][C:5]=1[CH2:6][CH2:7][NH:8][CH:9]1[CH2:14][CH2:13][N:12]([CH2:15][C:16]2[CH:21]=[CH:20][CH:19]=[CH:18][CH:17]=2)[CH2:11][CH2:10]1)([O-])=O.[H][H]. (5) Given the product [Cl:1][C:2]1[C:6]([C:7]#[N:8])=[C:5]([CH3:9])[NH:4][C:3]=1[C:10]([NH:13][C@@H:14]1[CH2:19][CH2:18][N:17]([C:20]([O:22][CH2:23][CH3:24])=[O:21])[CH2:16][C@@H:15]1[O:25][CH3:26])=[O:12], predict the reactants needed to synthesize it. The reactants are: [Cl:1][C:2]1[C:6]([C:7]#[N:8])=[C:5]([CH3:9])[NH:4][C:3]=1[C:10]([OH:12])=O.[NH2:13][C@@H:14]1[CH2:19][CH2:18][N:17]([C:20]([O:22][CH2:23][CH3:24])=[O:21])[CH2:16][C@@H:15]1[O:25][CH3:26].OC1C2N=NNC=2C=CC=1.CN1CCOCC1.Cl.CN(C)CCCN=C=NCC. (6) Given the product [CH3:1][O:2][C:3]([C:5]1[CH:22]=[CH:21][C:8]2[NH:9][C:10]([C:12]3[N:13]([CH3:20])[CH:14]=[C:15]([NH:17][C:36]([C:34]4[N:33]([CH3:48])[CH:32]=[C:31]([NH:30][C:28]([O:27][C:24]([CH3:25])([CH3:23])[CH3:26])=[O:29])[CH:35]=4)=[O:37])[N:16]=3)=[N:11][C:7]=2[CH:6]=1)=[O:4], predict the reactants needed to synthesize it. The reactants are: [CH3:1][O:2][C:3]([C:5]1[CH:22]=[CH:21][C:8]2[NH:9][C:10]([C:12]3[N:13]([CH3:20])[CH:14]=[C:15]([N+:17]([O-])=O)[N:16]=3)=[N:11][C:7]=2[CH:6]=1)=[O:4].[CH3:23][C:24]([O:27][C:28]([NH:30][C:31]1[CH:35]=[C:34]([C:36](ON2N=NC3C2=CC=CC=3)=[O:37])[N:33]([CH3:48])[CH:32]=1)=[O:29])([CH3:26])[CH3:25].CCN(C(C)C)C(C)C. (7) Given the product [Br:1][C:2]1[CH:11]=[C:10]2[C:5]([CH:6]=[CH:7][C:8]([I:13])=[N:9]2)=[CH:4][CH:3]=1, predict the reactants needed to synthesize it. The reactants are: [Br:1][C:2]1[CH:11]=[C:10]2[C:5]([CH:6]=[CH:7][C:8](Cl)=[N:9]2)=[CH:4][CH:3]=1.[I-:13].[Na+].C(Cl)(=O)C.C(=O)([O-])[O-].[K+].[K+].S([O-])([O-])=O.[Na+].[Na+].S([O-])([O-])(=O)=S.[Na+].[Na+].